This data is from Reaction yield outcomes from USPTO patents with 853,638 reactions. The task is: Predict the reaction yield, written as a fraction of the theoretical maximum amount of product (1.0 means a 100% yield; for example, 0.34 means a 34% yield). The reactants are [CH3:1][C:2]1[C:7]([C:8]#[N:9])=[CH:6][N:5]=[CH:4][CH:3]=1.[Li+].C[Si]([N-][Si](C)(C)C)(C)C.[CH:20](=[O:27])[C:21]1[CH:26]=[CH:25][CH:24]=[CH:23][CH:22]=1.[Cl-].[NH4+]. The catalyst is O.C1COCC1. The product is [OH:27][CH:20]([C:21]1[CH:26]=[CH:25][CH:24]=[CH:23][CH:22]=1)[CH2:1][C:2]1[C:7]([C:8]#[N:9])=[CH:6][N:5]=[CH:4][CH:3]=1. The yield is 0.910.